Dataset: Forward reaction prediction with 1.9M reactions from USPTO patents (1976-2016). Task: Predict the product of the given reaction. (1) Given the reactants [NH:1]1[CH2:6][CH2:5][CH:4]([O:7][CH:8]2[CH2:13][CH2:12][N:11]([C:14]([O:16][C:17]([CH3:20])([CH3:19])[CH3:18])=[O:15])[CH2:10][CH2:9]2)[CH2:3][CH2:2]1.C(=O)([O-])[O-].[K+].[K+].Cl[C:28]1[N:33]=[CH:32][C:31]([C:34]([O:36][CH2:37][CH3:38])=[O:35])=[CH:30][CH:29]=1, predict the reaction product. The product is: [CH3:18][C:17]([O:16][C:14]([N:11]1[CH2:10][CH2:9][CH:8]([O:7][CH:4]2[CH2:3][CH2:2][N:1]([C:28]3[N:33]=[CH:32][C:31]([C:34]([O:36][CH2:37][CH3:38])=[O:35])=[CH:30][CH:29]=3)[CH2:6][CH2:5]2)[CH2:13][CH2:12]1)=[O:15])([CH3:20])[CH3:19]. (2) Given the reactants [OH:1][N:2]=[C:3]([N:10]1[C:14]([CH3:15])=[N:13][N:12]=[N:11]1)[C:4]1[CH:9]=[CH:8][CH:7]=[CH:6][CH:5]=1.C([O-])([O-])=O.[Cs+].[Cs+].[Br:22][C:23]1[S:24][CH:25]=[C:26]([CH2:28]Br)[N:27]=1, predict the reaction product. The product is: [Br:22][C:23]1[S:24][CH:25]=[C:26]([CH2:28][O:1][N:2]=[C:3]([N:10]2[C:14]([CH3:15])=[N:13][N:12]=[N:11]2)[C:4]2[CH:5]=[CH:6][CH:7]=[CH:8][CH:9]=2)[N:27]=1.